From a dataset of Forward reaction prediction with 1.9M reactions from USPTO patents (1976-2016). Predict the product of the given reaction. Given the reactants [Br:1][C:2]1[S:3][C:4]([C:7]2[C:8]3[CH:15]=[CH:14][N:13](COCC[Si](C)(C)C)[C:9]=3[N:10]=[CH:11][N:12]=2)=[CH:5][N:6]=1, predict the reaction product. The product is: [Br:1][C:2]1[S:3][C:4]([C:7]2[C:8]3[CH:15]=[CH:14][NH:13][C:9]=3[N:10]=[CH:11][N:12]=2)=[CH:5][N:6]=1.